From a dataset of M1 muscarinic receptor agonist screen with 61,833 compounds. Binary Classification. Given a drug SMILES string, predict its activity (active/inactive) in a high-throughput screening assay against a specified biological target. The compound is O=C1N(C(=O)C2C1C1CC2C=C1)CCC(=O)NCCN1CCCc2c1cccc2. The result is 0 (inactive).